This data is from Experimentally validated miRNA-target interactions with 360,000+ pairs, plus equal number of negative samples. The task is: Binary Classification. Given a miRNA mature sequence and a target amino acid sequence, predict their likelihood of interaction. (1) The miRNA is hsa-miR-497-3p with sequence CAAACCACACUGUGGUGUUAGA. The protein sequence of the target gene is MASVLGSGRGSGGLSSQLKCKSKRRRRRRSKRKDKVSILSTFLAPFKHLSPGITNTEDDDTLSTSSAEVKENRNVGNLAARPPPSGDRARGGAPGAKRKRPLEEGNGGHLCKLQLVWKKLSWSVAPKNALVQLHELRPGLQYRTVSQTGPVHAPVFAVAVEVNGLTFEGTGPTKKKAKMRAAELALRSFVQFPNACQAHLAMGGGPGPGTDFTSDQADFPDTLFQEFEPPAPRPGLAGGRPGDAALLSAAYGRRRLLCRALDLVGPTPATPAAPGERNPVVLLNRLRAGLRYVCLAEPAE.... Result: 1 (interaction). (2) The miRNA is hsa-miR-3147 with sequence GGUUGGGCAGUGAGGAGGGUGUGA. The protein sequence of the target gene is MAGVCDAAAPGEGGGGGADGPERTGRGEAEQPGGGGHGPAPQHTETLGFYESDRRREKRRGRAELSLLRFLSAELTRGYFLEHNEAKYTERRERVYTCMRIPRELEKLMFFGIFLCLDAFLYVFTLLPLRVFLALFRLLTLPCYGLRDRRLLQPAQVCDILKGVILVICYFMMHYVDYSMMYHLIRGQSVIKLYIIYNMLEVADRLFSSFGQDILDALYWTATEPKERKRAHIGVIPHFFMAVLYVFLHAILIMVQATTLNVAFNSHNKSLLTIMMSNNFVEIKGSVFKKFEKNNLFQMS.... Result: 0 (no interaction). (3) The miRNA is hsa-miR-323b-3p with sequence CCCAAUACACGGUCGACCUCUU. The protein sequence of the target gene is MTDVPATFTQAECNGDKPPENGQQTITKISEELTDVDSPLPHYRVEPSLEGALTKGSQEERRKLQGNMLLNSSMEDKMLKENPEEKLFIVHKAITDLSLQETSADEMTFREGHQWEKIPLSGSNQEIRRQKERITEQPLKEEEDEDRKNKGHQAAEIEWLGFRKPSQADMLHSKHDEEQKVWDEEIDDDDDDNCNNDEDEVRVIEFKKKHEEVSQFKEEGDASEDSPLSSASSQAVTPDEQPTLGKKSDISRNAYSRYNTISYRKIRKGNTKQRIDEFESMMHL. Result: 0 (no interaction). (4) The protein sequence of the target gene is MEAVKTFNSELYSLNDYKPPISKAKMTQITKAAIKAIKFYKHVVQSVEKFIQKCKPEYKVPGLYVIDSIVRQSRHQFGQEKDVFAPRFSNNIISTFQNLYRCPGDDKSKIVRVLNLWQKNNVFKSEIIQPLLDMAAGIPPPVVTPVLASTTTAMSNTPGTPVTPVTPANVVQGLPDPWVSQITNTDTLAAVAQILQSPQGQQLQQLIQTLQIQQQKPQPSILQALDAGLVVQLQALTAQLTAAAAAANTLTPLEQGVSFNKKLMDRFDFGEDSEHSEEPKKEIPASQLSHVSESVNNSIF.... The miRNA is hsa-miR-1587 with sequence UUGGGCUGGGCUGGGUUGGG. Result: 0 (no interaction).